From a dataset of Human Reference Interactome with 51,813 positive PPI pairs across 8,248 proteins, plus equal number of experimentally-validated negative pairs. Binary Classification. Given two protein amino acid sequences, predict whether they physically interact or not. (1) Protein 1 (ENSG00000133639) has sequence MHPFYTRAATMIGEIAAAVSFISKFLRTKGLTSERQLQTFSQSLQELLAEHYKHHWFPEKPCKGSGYRCIRINHKMDPLIGQAAQRIGLSSQELFRLLPSELTLWVDPYEVSYRIGEDGSICVLYEASPAGGSTQNSTNVQMVDSRISCKEELLLGRTSPSKNYNMMTVSG*. Protein 2 (ENSG00000136450) has sequence MSGGGVIRGPAGNNDCRIYVGNLPPDIRTKDIEDVFYKYGAIRDIDLKNRRGGPPFAFVEFEDPRDAEDAVYGRDGYDYDGYRLRVEFPRSGRGTGRGGGGGGGGGAPRGRYGPPSRRSENRVVVSGLPPSGSWQDLKDHMREAGDVCYADVYRDGTGVVEFVRKEDMTYAVRKLDNTKFRSHEGETAYIRVKVDGPRSPSYGRSRSRSRSRSRSRSRSNSRSRSYSPRRSRGSPRYSPRHSRSRSRT*MSGGGVIRGPAGNNDCRIYVGNLPPDIRTKDIEDVFYKYGAIRDIDLKNRR.... Result: 0 (the proteins do not interact). (2) Protein 1 (ENSG00000101017) has sequence MVRLPLQCVLWGCLLTAVHPEPPTACREKQYLINSQCCSLCQPGQKLVSDCTEFTETECLPCGESEFLDTWNRETHCHQHKYCDPNLGLRVQQKGTSETDTICTCEEGWHCTSEACESCVLHRSCSPGFGVKQIATGVSDTICEPCPVGFFSNVSSAFEKCHPWTRSPGSAESPGGDPHHLRDPVCHPLGAGLYQKGGQEANQ*MVRLPLQCVLWGCLLTAVHPEPPTACREKQYLINSQCCSLCQPGQKLVSDCTEFTETECLPCGESEFLDTWNRETHCHQHKYCDPNLGLRVQQKGT.... Protein 2 (ENSG00000182544) has sequence MLVTAYLAFVGLLASCLGLELSRCRAKPPGRACSNPSFLRFQLDFYQVYFLALAADWLQAPYLYKLYQHYYFLEGQIAILYVCGLASTVLFGLVASSLVDWLGRKNSCVLFSLTYSLCCLTKLSQDYFVLLVGRALGGLSTALLFSAFEAWYIHEHVERHDFPAEWIPATFARAAFWNHVLAVVAGVAAEAVASWIGLGPVAPFVAAIPLLALAGALALRNWGENYDRQRAFSRTCAGGLRCLLSDRRVLLLGTIQALFESVIFIFVFLWTPVLDPHGAPLGIIFSSFMAASLLGSSLYR.... Result: 1 (the proteins interact). (3) Protein 1 (ENSG00000216490) has sequence MTLSPLLLFLPPLLLLLDVPTAAVQASPLQALDFFGNGPPVNYKTGNLYLRGPLKKSNAPLVNVTLYYEALCGGCRAFLIRELFPTWLLVMEILNVTLVPYGNAQEQNVSGRWEFKCQHGEEECKFNKVEACVLDELDMELAFLTIVCMEEFEDMERSLPLCLQLYAPGLSPDTIMECAMGDRGMQLMHANAQRTDALQPPHEYVPWVTVNGKPLEDQTQLLTLVCQLYQGKKPDVCPSSTSSLRSVCFK*MTLSPLLLFLPPLLLLLDVPTAAVQASPLQALDFFGNGPPVNYKTGNLY.... Protein 2 (ENSG00000074527) has sequence MGNLALGRKLWADTTCGQNATELYCFYSENTDLTCRQPKCDKCNAAYPHLAHLPSAMADSSFRFPRTWWQSAEDVHREKIQLDLEAEFYFTHLIVMFKSPRPAAMVLDRSQDFGKTWKPYKYFATNCSATFGLEDDVVKKGAICTSKYSSPFPCTGGEVIFKALSPPYDTENPYSAKVQEQLKITNLRVQLLKRQSCPCQRNDLNEEPQHFTHYAIYDFIVKGSCFCNGHADQCIPVHGFRPVKAPGTFHMVHGKCMCKHNTAGSHCQHCAPLYNDRPWEAADGKTGAPNECRTCKCNGH.... Result: 0 (the proteins do not interact). (4) Protein 1 (ENSG00000140025) has sequence MFFSEARARSRTWEASPSEHRKWVEVFKACDEDHKGYLSREDFKTAVVMLFGYKPSKIEVDSVMSSINPNTSGILLEGFLNIVRKKKEAQRYRNEVRHIFTAFDTYYRGFLTLEDFKKAFRQVAPKLPERTVLEVFREVDRDSDGHVSFRDFEYALNYGQKEA*VFKACDEDHKGYLSREDFKTAVVMLFGYKPSKIEVDSVMSSINPNTSGILLEGFLNIVRKKKEAQRYRNEVRHIFTAFDTYYRGFLTLEDFKKAFRQVAPKLPERTVLEVFRGIFSA*MVFKACDEDHKGYLSRED.... Protein 2 (ENSG00000135248) has sequence MLSSFPHRKTWRKSKKTVKVTRSYPTFPSLNAWEEFRGLLPVDGEPNPGAGLGVEEGLLCRVVHSPEFNLFLDSVVFESNFIQVKRGRNWRDVYKASNTMALGVTSSVPCLPLPNILLMASVKWHQGQNQTWNRPSIAPNIFLKRILPLRFVELQVCDHYQRILQLRTVTEKIYYLKLHPDHPETVFHFWIRLVQILQKGLSITTKDPRILVTHCLVPKNCSSPSGDSKLVQKKLQASQPSESLIQLMTKGESEALSQIFADLHQQNQLSFRSSRKVETNKNSSGKDSSREDSIPCTCDL.... Result: 0 (the proteins do not interact). (5) Protein 1 (ENSG00000111790) has sequence MSCTIEKALADAKALVERLRDHDDAAESLIEQTTALNKRVEAMKQYQEEIQELNEVARHRPRSTLVMGIQQENRQIRELQQENKELRTSLEEHQSALELIMSKYREQMFRLLMASKKDDPGIIMKLKEQHSKIDMVHRNKSEGFFLDASRHILEAPQHGLERRHLEANQNELQAHVDQITEMAAVMRKAIEIDEQQGCKEQERIFQLEQENKGLREILQITRESFLNLRKDDASESTSLSALVTNSDLSLRKS*MSCTIEKALADAKALVERLRDHDDAAESLIEQTTALNKRVEAMKQY.... Protein 2 (ENSG00000119703) has sequence MAGLQRLASHLPVGVMLPHNTTEAPGPHSAKQDSYEQGDSSQQSLKGHLRNNFQKQLLSNKELILDKVYTHPKWNTQTKARSYSYPHCTGISQQDPESDSQGQGNGLFYSSGPQSWYPKANNQDFIPFTKKRVGVDRAFPLKPMVHRKSCSTGEAGTDGDHNVYPRPPEPREFSSRNFGVRNQGNFSVVGTVLAATQAEKAVANFDRTEWVQIRRLEAAGESLEEEIRRKQILLRGKLKKTEEELRRIQTQKEQAKENENGELQKIILPRSRVKGNKSNTMYKPIFSPEFEFEEEFSRDR.... Result: 1 (the proteins interact).